The task is: Regression. Given a peptide amino acid sequence and an MHC pseudo amino acid sequence, predict their binding affinity value. This is MHC class I binding data.. This data is from Peptide-MHC class I binding affinity with 185,985 pairs from IEDB/IMGT. (1) The peptide sequence is KRWIILGLNK. The MHC is HLA-B57:01 with pseudo-sequence HLA-B57:01. The binding affinity (normalized) is 0.0902. (2) The peptide sequence is YYFSYPLFV. The MHC is HLA-C15:02 with pseudo-sequence HLA-C15:02. The binding affinity (normalized) is 0.322. (3) The peptide sequence is GLIPQWVTL. The MHC is HLA-B40:13 with pseudo-sequence HLA-B40:13. The binding affinity (normalized) is 0.434. (4) The binding affinity (normalized) is 0.0847. The peptide sequence is LTDEDKQNQ. The MHC is HLA-A26:01 with pseudo-sequence HLA-A26:01. (5) The peptide sequence is KRWIILGLNK. The MHC is Mamu-B03 with pseudo-sequence Mamu-B03. The binding affinity (normalized) is 0.488. (6) The MHC is HLA-B35:01 with pseudo-sequence HLA-B35:01. The peptide sequence is MPASWVMRIM. The binding affinity (normalized) is 0.732. (7) The peptide sequence is VMTEGRHAV. The MHC is HLA-A69:01 with pseudo-sequence HLA-A69:01. The binding affinity (normalized) is 0.393. (8) The peptide sequence is RPRCAYLPF. The MHC is HLA-B83:01 with pseudo-sequence HLA-B83:01. The binding affinity (normalized) is 0.680. (9) The peptide sequence is FQSYVDRFY. The MHC is Mamu-B52 with pseudo-sequence Mamu-B52. The binding affinity (normalized) is 0.275.